This data is from Forward reaction prediction with 1.9M reactions from USPTO patents (1976-2016). The task is: Predict the product of the given reaction. (1) Given the reactants [N:1]1[CH:6]=[CH:5][CH:4]=[C:3]([NH2:7])[N:2]=1.N1C=CC=CC=1.Cl[C:15]([O:17][CH2:18][C:19]([Cl:22])([Cl:21])[Cl:20])=[O:16], predict the reaction product. The product is: [N:1]1[CH:6]=[CH:5][CH:4]=[C:3]([NH:7][C:15](=[O:16])[O:17][CH2:18][C:19]([Cl:22])([Cl:21])[Cl:20])[N:2]=1. (2) Given the reactants C([O:3][C:4](=[O:26])[C:5]([S:14]([CH2:17][C:18]1[CH:23]=[CH:22][C:21]([O:24][CH3:25])=[CH:20][CH:19]=1)(=[O:16])=[O:15])([CH3:13])[CH2:6][C:7]1[CH:12]=[CH:11][CH:10]=[CH:9][CH:8]=1)C, predict the reaction product. The product is: [CH3:25][O:24][C:21]1[CH:20]=[CH:19][C:18]([CH2:17][S:14]([C:5]([CH3:13])([CH2:6][C:7]2[CH:12]=[CH:11][CH:10]=[CH:9][CH:8]=2)[C:4]([OH:26])=[O:3])(=[O:15])=[O:16])=[CH:23][CH:22]=1. (3) Given the reactants C[O:2][C:3]1[CH:11]=[CH:10][C:9]2[N:8]3[CH2:12][CH2:13][CH:14]([CH2:15][C:16]([O:18][CH2:19][CH3:20])=[O:17])[C:7]3=[CH:6][C:5]=2[C:4]=1[CH3:21].B(Br)(Br)Br.C([O-])(O)=O.[Na+], predict the reaction product. The product is: [OH:2][C:3]1[CH:11]=[CH:10][C:9]2[N:8]3[CH2:12][CH2:13][CH:14]([CH2:15][C:16]([O:18][CH2:19][CH3:20])=[O:17])[C:7]3=[CH:6][C:5]=2[C:4]=1[CH3:21]. (4) Given the reactants [CH3:1][O:2][C:3](=[O:24])[CH2:4][CH2:5][CH2:6][CH2:7][CH2:8][CH2:9][CH2:10][CH:11]([OH:23])[CH:12]([OH:22])[CH2:13][CH:14]([OH:21])[CH2:15][CH2:16][CH2:17][CH2:18][CH2:19][CH3:20].[C:31](O[C:31](=[O:35])[CH2:32][CH2:33][CH3:34])(=[O:35])[CH2:32][CH2:33][CH3:34], predict the reaction product. The product is: [CH3:1][O:2][C:3](=[O:24])[CH2:4][CH2:5][CH2:6][CH2:7][CH2:8][CH2:9][CH2:10][CH:11]([O:23][C:31](=[O:35])[CH2:32][CH2:33][CH3:34])[CH:12]([O:22][C:14](=[O:21])[CH2:13][CH2:12][CH3:11])[CH2:13][CH:14]([O:21][C:3](=[O:2])[CH2:4][CH2:5][CH3:6])[CH2:15][CH2:16][CH2:17][CH2:18][CH2:19][CH3:20].